Dataset: NCI-60 drug combinations with 297,098 pairs across 59 cell lines. Task: Regression. Given two drug SMILES strings and cell line genomic features, predict the synergy score measuring deviation from expected non-interaction effect. (1) Synergy scores: CSS=31.8, Synergy_ZIP=2.84, Synergy_Bliss=1.73, Synergy_Loewe=-0.0361, Synergy_HSA=-0.620. Drug 2: C1CCC(CC1)NC(=O)N(CCCl)N=O. Drug 1: CCCS(=O)(=O)NC1=C(C(=C(C=C1)F)C(=O)C2=CNC3=C2C=C(C=N3)C4=CC=C(C=C4)Cl)F. Cell line: SNB-19. (2) Drug 1: CCCS(=O)(=O)NC1=C(C(=C(C=C1)F)C(=O)C2=CNC3=C2C=C(C=N3)C4=CC=C(C=C4)Cl)F. Drug 2: C1CC(C1)(C(=O)O)C(=O)O.[NH2-].[NH2-].[Pt+2]. Cell line: NCI-H460. Synergy scores: CSS=47.6, Synergy_ZIP=0.236, Synergy_Bliss=-0.0742, Synergy_Loewe=-5.79, Synergy_HSA=-1.24.